Task: Predict the reactants needed to synthesize the given product.. Dataset: Full USPTO retrosynthesis dataset with 1.9M reactions from patents (1976-2016) (1) Given the product [CH3:31][O:30][C:26]1[CH:25]=[C:24]([NH:23][C:20]2[S:21][CH:22]=[C:18]([C:15]3[CH:16]=[CH:17][C:12]([CH:9]4[CH2:8][CH2:7][CH:6]([CH2:5][C:4]([OH:32])=[O:3])[CH2:11][CH2:10]4)=[CH:13][CH:14]=3)[N:19]=2)[CH:29]=[CH:28][CH:27]=1, predict the reactants needed to synthesize it. The reactants are: C([O:3][C:4](=[O:32])[CH2:5][CH:6]1[CH2:11][CH2:10][CH:9]([C:12]2[CH:17]=[CH:16][C:15]([C:18]3[N:19]=[C:20]([NH:23][C:24]4[CH:29]=[CH:28][CH:27]=[C:26]([O:30][CH3:31])[CH:25]=4)[S:21][CH:22]=3)=[CH:14][CH:13]=2)[CH2:8][CH2:7]1)C.[Li+].[OH-].Cl. (2) Given the product [Cl:21][C:20]1[C:5]([CH2:4][C:3]([O:11][CH2:12][CH3:13])=[O:10])=[N:16][CH:17]=[CH:18][CH:19]=1, predict the reactants needed to synthesize it. The reactants are: [H-].[Na+].[C:3]([O:11][CH2:12][CH3:13])(=[O:10])[CH2:4][C:5](OCC)=O.ClC1[C:20]([Cl:21])=[CH:19][CH:18]=[CH:17][N:16]=1. (3) Given the product [NH2:21][C:20]1[N:19]=[CH:18][N:17]=[C:16]2[N:12]([CH:10]([C:4]3[C:3]([O:23][CH3:24])=[C:2]([C:33]4[CH:34]=[N:35][CH:36]=[C:37]([CH:40]=4)[C:38]#[N:39])[C:7]([CH3:8])=[C:6]([Cl:9])[CH:5]=3)[CH3:11])[N:13]=[C:14]([CH3:22])[C:15]=12, predict the reactants needed to synthesize it. The reactants are: Br[C:2]1[C:3]([O:23][CH3:24])=[C:4]([CH:10]([N:12]2[C:16]3=[N:17][CH:18]=[N:19][C:20]([NH2:21])=[C:15]3[C:14]([CH3:22])=[N:13]2)[CH3:11])[CH:5]=[C:6]([Cl:9])[C:7]=1[CH3:8].CC1(C)C(C)(C)OB([C:33]2[CH:34]=[N:35][CH:36]=[C:37]([CH:40]=2)[C:38]#[N:39])O1.C(=O)([O-])[O-].[Na+].[Na+].ClCCl. (4) Given the product [O:1]1[CH:5]=[CH:4][CH:3]=[C:2]1[C:6]1[O:7][C:8]([CH3:32])=[C:9]([CH2:11][O:12][C:13]2[N:18]=[CH:17][C:16]([CH2:19][O:20][C:21]3[C:25]([CH2:26][C:27]([OH:29])=[O:28])=[CH:24][N:23]([CH3:31])[N:22]=3)=[CH:15][CH:14]=2)[N:10]=1, predict the reactants needed to synthesize it. The reactants are: [O:1]1[CH:5]=[CH:4][CH:3]=[C:2]1[C:6]1[O:7][C:8]([CH3:32])=[C:9]([CH2:11][O:12][C:13]2[N:18]=[CH:17][C:16]([CH2:19][O:20][C:21]3[C:25]([CH2:26][C:27]([O:29]C)=[O:28])=[CH:24][N:23]([CH3:31])[N:22]=3)=[CH:15][CH:14]=2)[N:10]=1.[OH-].[Na+].O1CCCC1.Cl.